From a dataset of Forward reaction prediction with 1.9M reactions from USPTO patents (1976-2016). Predict the product of the given reaction. (1) Given the reactants [Cl:1][C:2]1[CH:7]=[CH:6][CH:5]=[C:4]([Cl:8])[C:3]=1[CH2:9][S:10]([C:13]1[CH:14]=[C:15]2[C:19](=[CH:20][CH:21]=1)[NH:18][C:17](=[O:22])/[C:16]/2=[CH:23]\[C:24]1[NH:28][C:27]([CH3:29])=[C:26]([C:30]([OH:32])=O)[C:25]=1[CH3:33])(=[O:12])=[O:11].C1C=CC2N(O)N=NC=2C=1.CCN=C=NCCCN(C)C.Cl.[NH2:56][CH2:57][CH2:58][O:59][CH2:60][CH2:61][OH:62], predict the reaction product. The product is: [OH:62][CH2:61][CH2:60][O:59][CH2:58][CH2:57][NH:56][C:30]([C:26]1[C:25]([CH3:33])=[C:24](/[CH:23]=[C:16]2\[C:17](=[O:22])[NH:18][C:19]3[C:15]\2=[CH:14][C:13]([S:10]([CH2:9][C:3]2[C:2]([Cl:1])=[CH:7][CH:6]=[CH:5][C:4]=2[Cl:8])(=[O:11])=[O:12])=[CH:21][CH:20]=3)[NH:28][C:27]=1[CH3:29])=[O:32]. (2) Given the reactants [N:1]1([CH2:7][CH2:8][O:9][C:10]2[CH:15]=[CH:14][C:13]([C:16]3[CH:21]=[CH:20][N:19]=[C:18]([NH:22][CH2:23][C:24]4[CH:32]=[CH:31][C:27]([C:28]([OH:30])=O)=[CH:26][CH:25]=4)[N:17]=3)=[CH:12][CH:11]=2)[CH2:6][CH2:5][O:4][CH2:3][CH2:2]1.[C:33]1([NH2:40])[CH:38]=[CH:37][CH:36]=[CH:35][C:34]=1[NH2:39].CCN(CC)CC.C1C=CC2N(O)N=NC=2C=1.O.CCN=C=NCCCN(C)C.Cl, predict the reaction product. The product is: [NH2:39][C:34]1[CH:35]=[CH:36][CH:37]=[CH:38][C:33]=1[NH:40][C:28](=[O:30])[C:27]1[CH:31]=[CH:32][C:24]([CH2:23][NH:22][C:18]2[N:17]=[C:16]([C:13]3[CH:14]=[CH:15][C:10]([O:9][CH2:8][CH2:7][N:1]4[CH2:2][CH2:3][O:4][CH2:5][CH2:6]4)=[CH:11][CH:12]=3)[CH:21]=[CH:20][N:19]=2)=[CH:25][CH:26]=1.